This data is from Full USPTO retrosynthesis dataset with 1.9M reactions from patents (1976-2016). The task is: Predict the reactants needed to synthesize the given product. (1) Given the product [F:39][CH:2]([F:1])[C:3]1[C:4]([C:33]2[CH:34]=[N:35][N:36]([CH3:38])[CH:37]=2)=[CH:5][C:6]([F:32])=[C:7]([NH:9][C:10]2[C:14]3[CH2:15][NH:16][CH2:17][CH2:18][C:13]=3[N:12]([CH:26]3[CH2:27][CH2:28][O:29][CH2:30][CH2:31]3)[N:11]=2)[CH:8]=1, predict the reactants needed to synthesize it. The reactants are: [F:1][CH:2]([F:39])[C:3]1[C:4]([C:33]2[CH:34]=[N:35][N:36]([CH3:38])[CH:37]=2)=[CH:5][C:6]([F:32])=[C:7]([NH:9][C:10]2[C:14]3[CH2:15][N:16](C(OC(C)(C)C)=O)[CH2:17][CH2:18][C:13]=3[N:12]([CH:26]3[CH2:31][CH2:30][O:29][CH2:28][CH2:27]3)[N:11]=2)[CH:8]=1.FC(F)(F)C(O)=O. (2) Given the product [I:15][CH2:2][CH2:3][CH2:4][S:5]([C:8]1[CH:13]=[CH:12][CH:11]=[CH:10][CH:9]=1)(=[O:7])=[O:6], predict the reactants needed to synthesize it. The reactants are: Cl[CH2:2][CH2:3][CH2:4][S:5]([C:8]1[CH:13]=[CH:12][CH:11]=[CH:10][CH:9]=1)(=[O:7])=[O:6].[Na+].[I-:15]. (3) Given the product [CH:28]1([C:31]2[CH:36]=[C:35]([CH2:37][N:17]3[CH2:16][C:15]4([CH2:26][C:12]([N:9]5[CH2:10][CH2:11][C:6]([CH3:27])([C:4]([O:3][CH2:1][CH3:2])=[O:5])[CH2:7][CH2:8]5)=[N:13][O:14]4)[CH2:18]3)[C:34]([O:39][CH:40]3[CH2:41][O:42][CH2:43]3)=[CH:33][C:32]=2[C:44]2[CH:45]=[CH:46][C:47]([F:50])=[CH:48][CH:49]=2)[CH2:29][CH2:30]1, predict the reactants needed to synthesize it. The reactants are: [CH2:1]([O:3][C:4]([C:6]1([CH3:27])[CH2:11][CH2:10][N:9]([C:12]2[CH2:26][C:15]3([CH2:18][N:17](C(OC(C)(C)C)=O)[CH2:16]3)[O:14][N:13]=2)[CH2:8][CH2:7]1)=[O:5])[CH3:2].[CH:28]1([C:31]2[CH:36]=[C:35]([CH:37]=O)[C:34]([O:39][CH:40]3[CH2:43][O:42][CH2:41]3)=[CH:33][C:32]=2[C:44]2[CH:49]=[CH:48][C:47]([F:50])=[CH:46][CH:45]=2)[CH2:30][CH2:29]1. (4) Given the product [CH3:1][O:2][C:3]([C:5]1([NH:15][C:72]([O:74][CH:24]([NH:23][C:16]([O:18][C:19]([CH3:20])([CH3:21])[CH3:22])=[O:17])[CH2:25][C:26]2[CH:27]=[CH:28][CH:29]=[CH:30][CH:31]=2)=[O:73])[CH2:7][CH:6]1[C:8]1[CH:13]=[CH:12][CH:11]=[CH:10][C:9]=1[Br:14])=[O:4], predict the reactants needed to synthesize it. The reactants are: [CH3:1][O:2][C:3]([C:5]1([NH2:15])[CH2:7][CH:6]1[C:8]1[CH:13]=[CH:12][CH:11]=[CH:10][C:9]=1[Br:14])=[O:4].[C:16]([NH:23][C@H:24](C(O)=O)[CH2:25][C:26]1[CH:31]=[CH:30][CH:29]=[CH:28][CH:27]=1)([O:18][C:19]([CH3:22])([CH3:21])[CH3:20])=[O:17].F[P-](F)(F)(F)(F)F.N1(OC(N(C)C)=[N+](C)C)C2N=CC=CC=2N=N1.C(N(C(C)C)CC)(C)C.C(O)(=O)CC(CC(O)=O)([C:72]([OH:74])=[O:73])O. (5) Given the product [CH3:23][CH2:22][CH2:21][CH2:20][CH2:19][CH2:18][CH2:17][CH2:16]/[CH:15]=[CH:14]\[CH2:13][CH2:12][CH2:11][CH2:10][CH2:9][CH2:8][CH2:7][C:6]([NH:28][CH2:26][CH2:4][OH:5])=[O:25], predict the reactants needed to synthesize it. The reactants are: CN([CH:4]=[O:5])C.[C:6]([OH:25])(=O)[CH2:7][CH2:8][CH2:9][CH2:10][CH2:11][CH2:12][CH2:13]/[CH:14]=[CH:15]\[CH2:16][CH2:17][CH2:18][CH2:19][CH2:20][CH2:21][CH2:22][CH3:23].[CH2:26]([N:28](CC)CC)C.F[P-](F)(F)(F)(F)F.N1(O[P+](N(C)C)(N(C)C)N(C)C)C2C=CC=CC=2N=N1. (6) Given the product [CH3:75][S:76]([O:1][CH2:2][CH2:3][CH2:4][O:5][C:6]1[CH:11]=[CH:10][C:9]([CH2:12][CH2:13][C:14]2[CH:22]=[CH:21][CH:20]=[C:19]3[C:15]=2[C:16]([O:32][C@@H:33]2[O:59][C@H:58]([CH2:60][O:61][C:62](=[O:67])[C:63]([CH3:66])([CH3:65])[CH3:64])[C@@H:50]([O:51][C:52](=[O:57])[C:53]([CH3:56])([CH3:55])[CH3:54])[C@H:42]([O:43][C:44](=[O:49])[C:45]([CH3:46])([CH3:47])[CH3:48])[C@H:34]2[O:35][C:36](=[O:41])[C:37]([CH3:38])([CH3:40])[CH3:39])=[N:17][N:18]3[CH2:23][CH2:24][O:25][C:26](=[O:31])[C:27]([CH3:30])([CH3:29])[CH3:28])=[CH:8][CH:7]=1)(=[O:78])=[O:77], predict the reactants needed to synthesize it. The reactants are: [OH:1][CH2:2][CH2:3][CH2:4][O:5][C:6]1[CH:11]=[CH:10][C:9]([CH2:12][CH2:13][C:14]2[CH:22]=[CH:21][CH:20]=[C:19]3[C:15]=2[C:16]([O:32][C@@H:33]2[O:59][C@H:58]([CH2:60][O:61][C:62](=[O:67])[C:63]([CH3:66])([CH3:65])[CH3:64])[C@@H:50]([O:51][C:52](=[O:57])[C:53]([CH3:56])([CH3:55])[CH3:54])[C@H:42]([O:43][C:44](=[O:49])[C:45]([CH3:48])([CH3:47])[CH3:46])[C@H:34]2[O:35][C:36](=[O:41])[C:37]([CH3:40])([CH3:39])[CH3:38])=[N:17][N:18]3[CH2:23][CH2:24][O:25][C:26](=[O:31])[C:27]([CH3:30])([CH3:29])[CH3:28])=[CH:8][CH:7]=1.C(N(CC)CC)C.[CH3:75][S:76](Cl)(=[O:78])=[O:77].Cl.